From a dataset of Catalyst prediction with 721,799 reactions and 888 catalyst types from USPTO. Predict which catalyst facilitates the given reaction. (1) Reactant: [CH3:1][S:2]([O:5][C:6]1[CH:7]=[C:8]2[C:13](=[CH:14][CH:15]=1)[C:12]([C:16](=[O:32])[C:17]1[CH:22]=[CH:21][C:20]([O:23][CH2:24][CH2:25][N:26]3[CH2:31][CH2:30][CH2:29][CH2:28][CH2:27]3)=[CH:19][CH:18]=1)=[C:11](OS(C(F)(F)F)(=O)=O)[CH:10]=[CH:9]2)(=[O:4])=[O:3].[CH3:41][S:42][C:43]1[CH:48]=[C:47]([F:49])[CH:46]=[CH:45][C:44]=1B(O)O.C1(P(C2CCCCC2)C2CCCCC2)CCCCC1.[F-].[Cs+]. Product: [F:49][C:47]1[CH:46]=[CH:45][C:44]([C:11]2[C:12]([C:16](=[O:32])[C:17]3[CH:18]=[CH:19][C:20]([O:23][CH2:24][CH2:25][N:26]4[CH2:31][CH2:30][CH2:29][CH2:28][CH2:27]4)=[CH:21][CH:22]=3)=[C:13]3[C:8](=[CH:9][CH:10]=2)[CH:7]=[C:6]([O:5][S:2]([CH3:1])(=[O:3])=[O:4])[CH:15]=[CH:14]3)=[C:43]([S:42][CH3:41])[CH:48]=1. The catalyst class is: 167. (2) Reactant: [NH2:1][C:2]1[CH:7]=[CH:6][CH:5]=[CH:4][C:3]=1[CH:8]1[CH2:13][CH2:12][N:11]([C:14](=[O:44])[C@H:15]([NH:24][C:25]([C@@H:27]2[CH2:36][C:35]3[C:30](=[CH:31][CH:32]=[CH:33][CH:34]=3)[CH2:29][N:28]2[C:37]([O:39][C:40]([CH3:43])([CH3:42])[CH3:41])=[O:38])=[O:26])[CH2:16][C:17]2[CH:22]=[CH:21][C:20]([Cl:23])=[CH:19][CH:18]=2)[CH2:10][CH2:9]1.[C:45]1([CH3:57])[CH:50]=[C:49]([CH3:51])[CH:48]=[C:47]([CH3:52])[C:46]=1[S:53](Cl)(=[O:55])=[O:54].N1C=CC=CC=1. Product: [Cl:23][C:20]1[CH:19]=[CH:18][C:17]([CH2:16][C@@H:15]([NH:24][C:25]([C@@H:27]2[CH2:36][C:35]3[C:30](=[CH:31][CH:32]=[CH:33][CH:34]=3)[CH2:29][N:28]2[C:37]([O:39][C:40]([CH3:41])([CH3:43])[CH3:42])=[O:38])=[O:26])[C:14](=[O:44])[N:11]2[CH2:12][CH2:13][CH:8]([C:3]3[CH:4]=[CH:5][CH:6]=[CH:7][C:2]=3[NH:1][S:53]([C:46]3[C:47]([CH3:52])=[CH:48][C:49]([CH3:51])=[CH:50][C:45]=3[CH3:57])(=[O:55])=[O:54])[CH2:9][CH2:10]2)=[CH:22][CH:21]=1. The catalyst class is: 26. (3) Reactant: Cl.[CH3:2][C:3]1[CH:17]=[C:6]2[C:7]3[CH:13]([CH2:14][CH2:15][NH2:16])[CH2:12][CH2:11][C:8]=3[CH:9]=[CH:10][N:5]2[N:4]=1.C(N(CC)CC)C.[C:25](OC(=O)C)(=[O:27])[CH3:26]. Product: [CH3:2][C:3]1[CH:17]=[C:6]2[C:7]3[CH:13]([CH2:14][CH2:15][NH:16][C:25](=[O:27])[CH3:26])[CH2:12][CH2:11][C:8]=3[CH:9]=[CH:10][N:5]2[N:4]=1. The catalyst class is: 685. (4) Product: [CH3:24][O:23][C:21]([C:20]1[CH2:19][N:10]2[CH:9]=[CH:8][C:7]3[CH:6]=[CH:5][CH:4]=[C:3]([CH:1]=1)[C:11]2=3)=[O:22]. Reactant: [CH:1]([C:3]1[CH:4]=[CH:5][CH:6]=[C:7]2[C:11]=1[NH:10][CH:9]=[CH:8]2)=O.C(=O)([O-])[O-].[Cs+].[Cs+].Br[CH2:19][CH2:20][C:21]([O:23][CH3:24])=[O:22]. The catalyst class is: 42. (5) Reactant: [C:1]([O:5][C:6]([NH:8][CH2:9][CH2:10][CH2:11][O:12][CH2:13][CH2:14][CH2:15][CH2:16][CH2:17][O:18][C:19]1[CH:27]=[CH:26][C:22]([C:23]([O-:25])=[O:24])=[CH:21][CH:20]=1)=[O:7])([CH3:4])([CH3:3])[CH3:2].[OH-].[Li+].Cl. Product: [C:1]([O:5][C:6]([NH:8][CH2:9][CH2:10][CH2:11][O:12][CH2:13][CH2:14][CH2:15][CH2:16][CH2:17][O:18][C:19]1[CH:20]=[CH:21][C:22]([C:23]([OH:25])=[O:24])=[CH:26][CH:27]=1)=[O:7])([CH3:4])([CH3:2])[CH3:3]. The catalyst class is: 278. (6) Reactant: [CH:1]([N:14]1[CH2:17][C:16](=[O:18])[CH2:15]1)([C:8]1[CH:13]=[CH:12][CH:11]=[CH:10][CH:9]=1)[C:2]1[CH:7]=[CH:6][CH:5]=[CH:4][CH:3]=1.[F:19][C:20]([Si](C)(C)C)([F:22])[F:21].[F-].C([N+](CCCC)(CCCC)CCCC)CCC. Product: [CH:1]([N:14]1[CH2:17][C:16]([C:20]([F:22])([F:21])[F:19])([OH:18])[CH2:15]1)([C:8]1[CH:13]=[CH:12][CH:11]=[CH:10][CH:9]=1)[C:2]1[CH:3]=[CH:4][CH:5]=[CH:6][CH:7]=1. The catalyst class is: 56. (7) Reactant: [C:1]([O:5][C:6]([N:8](C(OC(C)(C)C)=O)[C:9]1[O:17][C:16]2[C:11](=[N:12][CH:13]=[C:14]([CH:18]=[CH2:19])[CH:15]=2)[C:10]=1[C:20]([O:22]CC)=[O:21])=[O:7])([CH3:4])([CH3:3])[CH3:2].O[Li].O.O. Product: [C:1]([O:5][C:6]([NH:8][C:9]1[O:17][C:16]2[C:11](=[N:12][CH:13]=[C:14]([CH:18]=[CH2:19])[CH:15]=2)[C:10]=1[C:20]([OH:22])=[O:21])=[O:7])([CH3:4])([CH3:2])[CH3:3]. The catalyst class is: 36.